From a dataset of Full USPTO retrosynthesis dataset with 1.9M reactions from patents (1976-2016). Predict the reactants needed to synthesize the given product. (1) The reactants are: [N:1]1[N:2]([C:6]2[CH:7]=[C:8]([NH:12][C:13]3[C:18]([C:19](=[O:21])[NH2:20])=[CH:17][N:16]=[C:15]([NH:22][C@@H:23]4[CH2:28][CH2:27][CH2:26][C@H:25]([OH:29])[C@@H:24]4[NH:30][C:31](=[O:37])[O:32][C:33]([CH3:36])([CH3:35])[CH3:34])[N:14]=3)[CH:9]=[CH:10][CH:11]=2)[N:3]=[CH:4][CH:5]=1. Given the product [N:1]1[N:2]([C:6]2[CH:7]=[C:8]([NH:12][C:13]3[C:18]([C:19](=[O:21])[NH2:20])=[CH:17][N:16]=[C:15]([NH:22][C@@H:23]4[CH2:28][CH2:27][CH2:26][C:25](=[O:29])[C@@H:24]4[NH:30][C:31](=[O:37])[O:32][C:33]([CH3:35])([CH3:34])[CH3:36])[N:14]=3)[CH:9]=[CH:10][CH:11]=2)[N:3]=[CH:4][CH:5]=1, predict the reactants needed to synthesize it. (2) Given the product [CH3:13][O:12][C:6]1[CH:5]=[C:4]([C:3]#[CH:2])[CH:9]=[CH:8][C:7]=1[O:10][CH3:11], predict the reactants needed to synthesize it. The reactants are: Br[C:2](Br)=[CH:3][C:4]1[CH:9]=[CH:8][C:7]([O:10][CH3:11])=[C:6]([O:12][CH3:13])[CH:5]=1.[Li]CCCC. (3) Given the product [CH2:1]([S:7]([O-:10])(=[O:9])=[O:8])[CH2:2][S:3]([O-:6])(=[O:5])=[O:4].[Ag+:11].[Ag+:11], predict the reactants needed to synthesize it. The reactants are: [CH2:1]([S:7]([OH:10])(=[O:9])=[O:8])[CH2:2][S:3]([OH:6])(=[O:5])=[O:4].[Ag:11]=O. (4) Given the product [CH3:32][C:2]([CH3:1])([CH3:33])[C:3]#[C:4][C:5]1[S:9][C:8]([C:10]([OH:12])=[O:11])=[C:7]([N:13]([CH:23]2[CH2:28][CH2:27][P:26]([O:30][CH3:31])(=[O:29])[CH2:25][CH2:24]2)[C:14]([C@H:16]2[CH2:21][CH2:20][C@H:19]([CH3:22])[CH2:18][CH2:17]2)=[O:15])[CH:6]=1, predict the reactants needed to synthesize it. The reactants are: [CH3:1][C:2]([CH3:33])([CH3:32])[C:3]#[C:4][C:5]1[S:9][C:8]([C:10]([O-:12])=[O:11])=[C:7]([N:13]([CH:23]2[CH2:28][CH2:27][P:26]([O:30][CH3:31])(=[O:29])[CH2:25][CH2:24]2)[C:14]([C@H:16]2[CH2:21][CH2:20][C@H:19]([CH3:22])[CH2:18][CH2:17]2)=[O:15])[CH:6]=1.[Li+].[OH-].Cl. (5) Given the product [Br:24][C:25]1[CH:30]=[C:29]([S:31]([NH:1][C:2]2[CH:7]=[CH:6][C:5]([CH2:8][N:9]3[CH2:14][CH2:13][N:12]([C:15]([O:17][C:18]([CH3:19])([CH3:21])[CH3:20])=[O:16])[C@@H:11]([CH3:22])[CH2:10]3)=[C:4]([CH3:23])[CH:3]=2)(=[O:33])=[O:32])[CH:28]=[N:27][CH:26]=1, predict the reactants needed to synthesize it. The reactants are: [NH2:1][C:2]1[CH:7]=[CH:6][C:5]([CH2:8][N:9]2[CH2:14][CH2:13][N:12]([C:15]([O:17][C:18]([CH3:21])([CH3:20])[CH3:19])=[O:16])[C@@H:11]([CH3:22])[CH2:10]2)=[C:4]([CH3:23])[CH:3]=1.[Br:24][C:25]1[CH:26]=[N:27][CH:28]=[C:29]([S:31](Cl)(=[O:33])=[O:32])[CH:30]=1. (6) Given the product [C:21]([O:24][C:18](=[O:32])[NH:15][CH:7]1[CH2:8][C:9]2[N:1]=[CH:2][CH:3]=[CH:4][C:5]=2[CH2:6]1)([CH3:23])([CH3:22])[CH3:20], predict the reactants needed to synthesize it. The reactants are: [N:1]1[C:9]2[CH2:8][CH:7](C(O)=O)[CH2:6][C:5]=2[CH:4]=[CH:3][CH:2]=1.CC[N:15]([CH2:18]C)CC.[CH3:20][C:21]([OH:24])([CH3:23])[CH3:22].C1C=CC(P(N=[N+]=[N-])(C2C=CC=CC=2)=[O:32])=CC=1. (7) Given the product [F:1][C:2]1[CH:11]=[C:10]([C:12]2[C:13]([CH3:42])([CH3:41])[C@H:14]3[C@:27]([CH3:30])([CH2:28][CH:29]=2)[C@@H:26]2[C@:17]([CH3:40])([C@@:18]4([CH3:39])[C@H:23]([CH2:24][CH2:25]2)[C@H:22]2[C@H:31]([C:34]([CH3:36])=[CH2:35])[CH2:32][CH2:33][C@:21]2([CH2:37][NH:44][CH2:45][CH2:46][C:47](=[O:48])[N:49]2[CH2:53][CH2:52][CH2:51][CH2:50]2)[CH2:20][CH2:19]4)[CH2:16][CH2:15]3)[CH:9]=[CH:8][C:3]=1[C:4]([OH:6])=[O:5], predict the reactants needed to synthesize it. The reactants are: [F:1][C:2]1[CH:11]=[C:10]([C:12]2[C:13]([CH3:42])([CH3:41])[C@H:14]3[C@:27]([CH3:30])([CH2:28][CH:29]=2)[C@@H:26]2[C@:17]([CH3:40])([C@@:18]4([CH3:39])[C@H:23]([CH2:24][CH2:25]2)[C@H:22]2[C@H:31]([C:34]([CH3:36])=[CH2:35])[CH2:32][CH2:33][C@:21]2([CH:37]=O)[CH2:20][CH2:19]4)[CH2:16][CH2:15]3)[CH:9]=[CH:8][C:3]=1[C:4]([O:6]C)=[O:5].Cl.[NH2:44][CH2:45][CH2:46][C:47]([N:49]1[CH2:53][CH2:52][CH2:51][CH2:50]1)=[O:48].